This data is from Full USPTO retrosynthesis dataset with 1.9M reactions from patents (1976-2016). The task is: Predict the reactants needed to synthesize the given product. (1) Given the product [C:1]([C:4]1[CH:5]=[C:6]([CH2:17][O:18][CH2:19][C:20]2([C:33]3[CH:34]=[CH:35][CH:36]=[CH:37][CH:38]=3)[CH2:25][CH2:24][N:23]([C:26]([O:28][C:29]([CH3:32])([CH3:31])[CH3:30])=[O:27])[CH2:22][CH2:21]2)[CH:7]=[C:8]([C:10]2[CH:15]=[CH:14][C:13]([F:16])=[CH:12][CH:11]=2)[CH:9]=1)#[N:2], predict the reactants needed to synthesize it. The reactants are: [C:1]([C:4]1[CH:5]=[C:6]([CH2:17][O:18][CH2:19][C:20]2([C:33]3[CH:38]=[CH:37][CH:36]=[CH:35][CH:34]=3)[CH2:25][CH2:24][N:23]([C:26]([O:28][C:29]([CH3:32])([CH3:31])[CH3:30])=[O:27])[CH2:22][CH2:21]2)[CH:7]=[C:8]([C:10]2[CH:15]=[CH:14][C:13]([F:16])=[CH:12][CH:11]=2)[CH:9]=1)(=O)[NH2:2].FC(F)(F)C(OC(=O)C(F)(F)F)=O. (2) The reactants are: [Br:1][C:2]1[CH:11]=[CH:10][CH:9]=[C:8]2[C:3]=1[CH:4]=[CH:5][C:6]([S:12](Cl)(=[O:14])=[O:13])=[CH:7]2.C(Cl)Cl.[F:19][C:20]([F:24])([F:23])[CH2:21][OH:22].C(N(CC)CC)C. Given the product [Br:1][C:2]1[CH:11]=[CH:10][CH:9]=[C:8]2[C:3]=1[CH:4]=[CH:5][C:6]([S:12]([O:22][CH2:21][C:20]([F:24])([F:23])[F:19])(=[O:13])=[O:14])=[CH:7]2, predict the reactants needed to synthesize it. (3) Given the product [NH2:1][C:4]1[CH:21]=[CH:20][C:7]2[CH2:8][CH2:9][N:10]([C:13]([O:15][C:16]([CH3:17])([CH3:19])[CH3:18])=[O:14])[CH2:11][CH2:12][C:6]=2[CH:5]=1, predict the reactants needed to synthesize it. The reactants are: [N+:1]([C:4]1[CH:21]=[CH:20][C:7]2[CH2:8][CH2:9][N:10]([C:13]([O:15][C:16]([CH3:19])([CH3:18])[CH3:17])=[O:14])[CH2:11][CH2:12][C:6]=2[CH:5]=1)([O-])=O. (4) Given the product [Cl:2][C:3]1[CH:8]=[C:7]([Cl:9])[CH:6]=[CH:5][C:4]=1[C:10]1[N:11]=[C:12]([N:15]2[CH2:16][CH2:17][NH:18][CH2:19][CH2:20]2)[S:13][CH:14]=1, predict the reactants needed to synthesize it. The reactants are: Cl.[Cl:2][C:3]1[CH:8]=[C:7]([Cl:9])[CH:6]=[CH:5][C:4]=1[C:10]1[N:11]=[C:12]([N:15]2[CH2:20][CH2:19][N:18](C(OC(C)(C)C)=O)[CH2:17][CH2:16]2)[S:13][CH:14]=1. (5) Given the product [C:1]([O:9][CH2:10][C@H:11]1[S:15][CH2:14][CH2:13][O:12]1)(=[O:8])[C:2]1[CH:3]=[CH:4][CH:5]=[CH:6][CH:7]=1.[OH:9][CH2:10][C@@H:11]1[S:15][CH2:14][CH2:13][O:12]1, predict the reactants needed to synthesize it. The reactants are: [C:1]([O:9][CH2:10][CH:11]1[S:15][CH2:14][CH2:13][O:12]1)(=[O:8])[C:2]1[CH:7]=[CH:6][CH:5]=[CH:4][CH:3]=1.P(=O)(O)(O)O.P([O-])([O-])([O-])=O.CC(CCC[C@H]([C@@H]1[C@]2(C)[C@H]([C@H]3[C@H](CC2)[C@]2(C)C(C[C@H](CC2)O)=CC3)CC1)C)C.[OH-].[Na+].[Cl-].[Na+]. (6) Given the product [Cl:1][C:2]1[CH:3]=[C:4]([CH2:5][OH:6])[CH:10]=[C:11]([Cl:13])[N:12]=1, predict the reactants needed to synthesize it. The reactants are: [Cl:1][C:2]1[CH:3]=[C:4]([CH:10]=[C:11]([Cl:13])[N:12]=1)[C:5](OCC)=[O:6].C(O[BH-](OC(=O)C)OC(=O)C)(=O)C.[Na+]. (7) Given the product [C:1]([C:5]1[CH:9]=[C:8]([NH:10][C:11]([NH:13][CH:14]2[CH2:19][CH2:18][CH:17]([O:20][C:21]3[CH:22]=[CH:23][C:24]4[N:25]([C:27]([N:30]5[C@H:31]([CH3:37])[CH2:32][CH2:33][CH2:34][C@@H:35]5[CH3:36])=[N:28][N:29]=4)[CH:26]=3)[CH2:16][CH2:15]2)=[O:12])[N:7]([C:38]2[CH:39]=[N:40][N:41]([CH2:43][CH2:44][O:45][S:47]([CH3:46])(=[O:49])=[O:48])[CH:42]=2)[N:6]=1)([CH3:3])([CH3:4])[CH3:2], predict the reactants needed to synthesize it. The reactants are: [C:1]([C:5]1[CH:9]=[C:8]([NH:10][C:11]([NH:13][CH:14]2[CH2:19][CH2:18][CH:17]([O:20][C:21]3[CH:22]=[CH:23][C:24]4[N:25]([C:27]([N:30]5[C@H:35]([CH3:36])[CH2:34][CH2:33][CH2:32][C@@H:31]5[CH3:37])=[N:28][N:29]=4)[CH:26]=3)[CH2:16][CH2:15]2)=[O:12])[N:7]([C:38]2[CH:39]=[N:40][N:41]([CH2:43][CH2:44][OH:45])[CH:42]=2)[N:6]=1)([CH3:4])([CH3:3])[CH3:2].[CH3:46][S:47](Cl)(=[O:49])=[O:48].CCN(C(C)C)C(C)C. (8) Given the product [CH2:1]([O:3][C:4]([C:6]1[CH:7]=[N:8][N:9]([C:11]2[NH:12][C:13](=[O:14])[C:24]3[C:19](=[CH:20][CH:21]=[C:22]([Br:25])[CH:23]=3)[N:18]=2)[CH:10]=1)=[O:5])[CH3:2], predict the reactants needed to synthesize it. The reactants are: [CH2:1]([O:3][C:4]([C:6]1[CH:7]=[N:8][N:9]([C:11](=[N:18][C:19]2[CH:24]=[CH:23][C:22]([Br:25])=[CH:21][CH:20]=2)[NH:12][C:13](OCC)=[O:14])[CH:10]=1)=[O:5])[CH3:2].ClCCCl. (9) Given the product [Cl:18][C:19]1[CH:20]=[C:21]([C:8]2[C:7]([N:13]3[CH2:17][CH2:16][CH2:15][CH2:14]3)=[N:6][CH:5]=[C:4]([CH:9]=2)[C:3]([NH:28][C@@H:29]([CH2:34][OH:35])[CH2:30][CH:31]([CH3:33])[CH3:32])=[O:12])[CH:22]=[CH:23][CH:24]=1, predict the reactants needed to synthesize it. The reactants are: CO[C:3](=[O:12])[C:4]1[CH:9]=[C:8](Br)[C:7](Cl)=[N:6][CH:5]=1.[NH:13]1[CH2:17][CH2:16][CH2:15][CH2:14]1.[Cl:18][C:19]1[CH:20]=[C:21](B(O)O)[CH:22]=[CH:23][CH:24]=1.[NH2:28][C@@H:29]([CH2:34][OH:35])[CH2:30][CH:31]([CH3:33])[CH3:32]. (10) The reactants are: [NH2:1][CH2:2][CH:3]([C:15]1[CH:22]=CC=C[C:16]=1[C:17]#N)[C:4]1([C:8]2[CH:13]=[CH:12][C:11]([Cl:14])=[CH:10][CH:9]=2)[CH2:7][CH2:6][CH2:5]1.[C:31](O[C:31]([O:33][C:34]([CH3:37])([CH3:36])[CH3:35])=[O:32])([O:33][C:34]([CH3:37])([CH3:36])[CH3:35])=[O:32].C(N([CH:44]([CH3:46])[CH3:45])C(C)C)C.C(#[N:49])C. Given the product [Cl:14][C:11]1[CH:10]=[CH:9][C:8]([C:4]2([CH:3]([C:15]3[CH:16]=[CH:17][CH:46]=[C:44]([C:45]#[N:49])[CH:22]=3)[CH2:2][NH:1][C:31](=[O:32])[O:33][C:34]([CH3:35])([CH3:36])[CH3:37])[CH2:5][CH2:6][CH2:7]2)=[CH:13][CH:12]=1, predict the reactants needed to synthesize it.